Dataset: Catalyst prediction with 721,799 reactions and 888 catalyst types from USPTO. Task: Predict which catalyst facilitates the given reaction. (1) Reactant: Cl.[OH:2][CH2:3][CH2:4][CH2:5][N:6]([CH3:20])[C:7](=[O:19])[CH2:8][CH2:9][O:10][C@H:11]1[CH2:16][CH2:15][C@H:14]([NH:17][CH3:18])[CH2:13][CH2:12]1.C(N(CC)C(C)C)(C)C.Cl[C:31]([O:33][C:34]1[CH:39]=[CH:38][C:37]([Cl:40])=[CH:36][CH:35]=1)=[O:32].C([O-])(O)=O.[Na+]. Product: [Cl:40][C:37]1[CH:38]=[CH:39][C:34]([O:33][C:31](=[O:32])[N:17]([C@H:14]2[CH2:13][CH2:12][C@H:11]([O:10][CH2:9][CH2:8][C:7](=[O:19])[N:6]([CH2:5][CH2:4][CH2:3][OH:2])[CH3:20])[CH2:16][CH2:15]2)[CH3:18])=[CH:35][CH:36]=1. The catalyst class is: 2. (2) Reactant: [CH3:1][N:2]([CH2:4][CH:5]1[CH2:9][N:8]([C:10]2[C:14]([NH:15][C:16]([C:18]3[N:19]=[C:20]([C:23]4[CH:28]=[CH:27][N:26]=[C:25]([N:29]([CH2:37][C:38]([F:41])([F:40])[F:39])C(=O)OC(C)(C)C)[CH:24]=4)[O:21][CH:22]=3)=[O:17])=[CH:13][N:12]([CH3:42])[N:11]=2)[C:7](=[O:43])[CH2:6]1)[CH3:3].C(OC(=O)C)C.Cl. Product: [CH3:3][N:2]([CH2:4][CH:5]1[CH2:9][N:8]([C:10]2[C:14]([NH:15][C:16]([C:18]3[N:19]=[C:20]([C:23]4[CH:28]=[CH:27][N:26]=[C:25]([NH:29][CH2:37][C:38]([F:39])([F:41])[F:40])[CH:24]=4)[O:21][CH:22]=3)=[O:17])=[CH:13][N:12]([CH3:42])[N:11]=2)[C:7](=[O:43])[CH2:6]1)[CH3:1]. The catalyst class is: 5. (3) Reactant: [O:1]=[C:2]1[CH2:10][C:9]2[C:4](=[CH:5][C:6]([C:11]([C:13]3[CH:18]=[CH:17][C:16]([NH:19][C:20]([C:22]4[S:23][CH:24]=[CH:25][CH:26]=4)=[O:21])=[CH:15][CH:14]=3)=[O:12])=[CH:7][CH:8]=2)[NH:3]1.[CH:27](OCC)=[O:28].[O-]CC.[Na+].Cl. Product: [OH:28][CH:27]=[C:10]1[C:9]2[C:4](=[CH:5][C:6]([C:11]([C:13]3[CH:18]=[CH:17][C:16]([NH:19][C:20]([C:22]4[S:23][CH:24]=[CH:25][CH:26]=4)=[O:21])=[CH:15][CH:14]=3)=[O:12])=[CH:7][CH:8]=2)[NH:3][C:2]1=[O:1]. The catalyst class is: 8.